From a dataset of Forward reaction prediction with 1.9M reactions from USPTO patents (1976-2016). Predict the product of the given reaction. Given the reactants [Cl:1][C:2]1[CH:3]=[C:4]([SH:8])[CH:5]=[CH:6][CH:7]=1.[H-].[Na+].[CH2:11]([O:13][C:14](=[O:17])[CH2:15]Br)C, predict the reaction product. The product is: [CH3:11][O:13][C:14](=[O:17])[CH2:15][S:8][C:4]1[CH:5]=[CH:6][CH:7]=[C:2]([Cl:1])[CH:3]=1.